This data is from TCR-epitope binding with 47,182 pairs between 192 epitopes and 23,139 TCRs. The task is: Binary Classification. Given a T-cell receptor sequence (or CDR3 region) and an epitope sequence, predict whether binding occurs between them. (1) The epitope is LLLGIGILV. The TCR CDR3 sequence is CASSDGPTGFATQYF. Result: 1 (the TCR binds to the epitope). (2) The epitope is LLWNGPMAV. The TCR CDR3 sequence is CASSDSGTDTQYF. Result: 1 (the TCR binds to the epitope). (3) The epitope is AMFWSVPTV. The TCR CDR3 sequence is CASTRDSTDEQYF. Result: 0 (the TCR does not bind to the epitope). (4) The epitope is SLYNTVATL. The TCR CDR3 sequence is CATSGTDRGGGETQYF. Result: 1 (the TCR binds to the epitope). (5) The epitope is FVRATATIPI. The TCR CDR3 sequence is CASQCQDRGALNTEAFF. Result: 0 (the TCR does not bind to the epitope). (6) Result: 1 (the TCR binds to the epitope). The TCR CDR3 sequence is CASMGLPGYEQFF. The epitope is YSEHPTFTSQY. (7) The epitope is KPLEFGATSAAL. The TCR CDR3 sequence is CAAAGRGLADTQYF. Result: 1 (the TCR binds to the epitope). (8) The epitope is PKYVKQNTLKLAT. The TCR CDR3 sequence is CASSPGQWGGEQFF. Result: 1 (the TCR binds to the epitope). (9) The epitope is QVPLRPMTYK. The TCR CDR3 sequence is CATSAGRQRDTGELFF. Result: 1 (the TCR binds to the epitope). (10) The epitope is KLMNIQQKL. The TCR CDR3 sequence is CASSLYQGGTEAFF. Result: 0 (the TCR does not bind to the epitope).